Dataset: Reaction yield outcomes from USPTO patents with 853,638 reactions. Task: Predict the reaction yield, written as a fraction of the theoretical maximum amount of product (1.0 means a 100% yield; for example, 0.34 means a 34% yield). (1) The reactants are [NH2:1][C:2]1[CH:7]=[C:6]([Cl:8])[C:5]([CH3:9])=[CH:4][C:3]=1[NH:10][CH:11]1[CH2:16][CH2:15][N:14]([C@H:17]2[CH2:22][CH2:21][C@@H:20]([O:23][CH3:24])[CH2:19][CH2:18]2)[CH2:13][CH2:12]1.C(N(C(C)C)CC)(C)C.Cl[C:35](Cl)([O:37]C(=O)OC(Cl)(Cl)Cl)Cl.C([O-])(O)=O.[Na+]. The catalyst is ClCCl.O. The product is [ClH:8].[Cl:8][C:6]1[C:5]([CH3:9])=[CH:4][C:3]2[N:10]([CH:11]3[CH2:12][CH2:13][N:14]([C@H:17]4[CH2:22][CH2:21][C@@H:20]([O:23][CH3:24])[CH2:19][CH2:18]4)[CH2:15][CH2:16]3)[C:35](=[O:37])[NH:1][C:2]=2[CH:7]=1. The yield is 0.960. (2) The reactants are O.O.[C:3]([OH:8])(=[O:7])[C:4]([OH:6])=[O:5].[CH3:9][N:10]1[C:14]([C@@H:15]([C:21]2[CH:26]=[CH:25][CH:24]=[CH:23][CH:22]=2)[O:16][CH2:17][CH2:18][NH:19][CH3:20])=[CH:13][CH:12]=[N:11]1. The catalyst is C(O)C. The product is [C:3]([OH:8])(=[O:7])[C:4]([OH:6])=[O:5].[CH3:9][N:10]1[C:14]([C@@H:15]([C:21]2[CH:26]=[CH:25][CH:24]=[CH:23][CH:22]=2)[O:16][CH2:17][CH2:18][NH:19][CH3:20])=[CH:13][CH:12]=[N:11]1. The yield is 0.891. (3) The reactants are FC1C=CC(CNC)=CC=1.[CH3:11][O:12][C:13]1[CH:23]=[CH:22][C:16]([O:17][CH2:18][CH2:19][NH:20][CH3:21])=[CH:15][CH:14]=1.[F:24][C:25]1[CH:47]=[CH:46][C:28]([CH2:29][NH:30][C:31]([C:33]2[S:37][C:36]([C:38]3[CH:43]=[N:42][CH:41]=[C:40](I)[N:39]=3)=[N:35][C:34]=2[CH3:45])=[O:32])=[CH:27][CH:26]=1. No catalyst specified. The product is [F:24][C:25]1[CH:47]=[CH:46][C:28]([CH2:29][NH:30][C:31]([C:33]2[S:37][C:36]([C:38]3[CH:43]=[N:42][CH:41]=[C:40]([N:20]([CH2:19][CH2:18][O:17][C:16]4[CH:22]=[CH:23][C:13]([O:12][CH3:11])=[CH:14][CH:15]=4)[CH3:21])[N:39]=3)=[N:35][C:34]=2[CH3:45])=[O:32])=[CH:27][CH:26]=1. The yield is 0.800. (4) The product is [F:1][C:2]1[CH:21]=[C:20]([CH:19]=[C:4]([CH:5]=[C:6]2[CH2:11][CH2:10][NH:9][CH2:8][CH2:7]2)[CH:3]=1)[O:22][C:23]1[CH:28]=[CH:27][C:26]([C:29]([F:32])([F:31])[F:30])=[CH:25][N:24]=1. The catalyst is C(Cl)Cl. The reactants are [F:1][C:2]1[CH:3]=[C:4]([CH:19]=[C:20]([O:22][C:23]2[CH:28]=[CH:27][C:26]([C:29]([F:32])([F:31])[F:30])=[CH:25][N:24]=2)[CH:21]=1)[CH:5]=[C:6]1[CH2:11][CH2:10][N:9](C(OC(C)(C)C)=O)[CH2:8][CH2:7]1.FC(F)(F)C(O)=O. The yield is 1.00. (5) The reactants are Br[C:2]1[C:3]([NH:9][C:10](=[O:13])[CH2:11]I)=[N:4][CH:5]=[C:6]([Br:8])[N:7]=1.[O:14]1[CH2:19][CH2:18][CH:17]([CH2:20][NH2:21])[CH2:16][CH2:15]1.C(N(C(C)C)CC)(C)C. The catalyst is C(#N)C. The product is [Br:8][C:6]1[N:7]=[C:2]2[N:21]([CH2:20][CH:17]3[CH2:18][CH2:19][O:14][CH2:15][CH2:16]3)[CH2:11][C:10](=[O:13])[NH:9][C:3]2=[N:4][CH:5]=1. The yield is 0.790. (6) The reactants are [Br:1][CH2:2][CH2:3][CH2:4][CH2:5][O:6][CH2:7][CH2:8][CH2:9]O.C(Br)(Br)(Br)[Br:12].C1(P(C2C=CC=CC=2)C2C=CC=CC=2)C=CC=CC=1.CCCCCCC. The catalyst is C1COCC1. The product is [Br:1][CH2:2][CH2:3][CH2:4][CH2:5][O:6][CH2:7][CH2:8][CH2:9][Br:12]. The yield is 0.910. (7) The reactants are Cl[CH2:2][C:3]1[O:7][N:6]=[C:5]([CH2:8][CH2:9][C:10]2[N:11]=[C:12]([C:16]3[CH:21]=[CH:20][CH:19]=[CH:18][CH:17]=3)[O:13][C:14]=2[CH3:15])[N:4]=1.[OH:22][C:23]1[CH:24]=[C:25]([CH2:29][C:30]([O:32][CH3:33])=[O:31])[CH:26]=[CH:27][CH:28]=1.CN(C)C=O.[H-].[Na+]. The catalyst is O. The product is [CH3:15][C:14]1[O:13][C:12]([C:16]2[CH:21]=[CH:20][CH:19]=[CH:18][CH:17]=2)=[N:11][C:10]=1[CH2:9][CH2:8][C:5]1[N:4]=[C:3]([CH2:2][O:22][C:23]2[CH:24]=[C:25]([CH2:29][C:30]([O:32][CH3:33])=[O:31])[CH:26]=[CH:27][CH:28]=2)[O:7][N:6]=1. The yield is 0.430. (8) The reactants are [CH3:1][C:2]1[C:6]2[C:7](=[O:20])[N:8]([CH2:12][CH2:13][N:14]3[CH2:19][CH2:18][O:17][CH2:16][CH2:15]3)[CH2:9][CH2:10][CH2:11][C:5]=2[NH:4][C:3]=1C=O.[Cl:23][C:24]1[CH:25]=[C:26]2[C:30](=[CH:31][CH:32]=1)[NH:29][C:28](=[O:33])[CH2:27]2.N1CCCC[CH2:35]1. The catalyst is C(O)C. The product is [Cl:23][C:24]1[CH:25]=[C:26]2[C:30](=[CH:31][CH:32]=1)[NH:29][C:28](=[O:33])[C:27]2=[CH:35][N:4]1[C:5]2[CH2:11][CH2:10][CH2:9][N:8]([CH2:12][CH2:13][N:14]3[CH2:15][CH2:16][O:17][CH2:18][CH2:19]3)[C:7](=[O:20])[C:6]=2[C:2]([CH3:1])=[CH:3]1. The yield is 0.380. (9) The reactants are [CH3:1][O:2][C:3]1[CH:8]=[CH:7][C:6]([C:9]2[CH:10]=[N:11][CH:12]=[CH:13][CH:14]=2)=[C:5]([CH3:15])[CH:4]=1.Cl. The catalyst is C(O)C.C(O)(=O)C.O=[Pt]=O.[Rh]. The product is [CH3:1][O:2][C:3]1[CH:8]=[CH:7][C:6]([CH:9]2[CH2:14][CH2:13][CH2:12][NH:11][CH2:10]2)=[C:5]([CH3:15])[CH:4]=1. The yield is 0.850. (10) The reactants are [OH:1]O.[NH:3]1[C:14]2[C:6](=[CH:7][C:8]3[CH2:9][CH2:10][CH2:11][C:12]=3[CH:13]=2)[C:5](=[O:15])C1=O.Cl. The catalyst is [OH-].[Na+]. The product is [NH2:3][C:14]1[CH:13]=[C:12]2[C:8]([CH2:9][CH2:10][CH2:11]2)=[CH:7][C:6]=1[C:5]([OH:15])=[O:1]. The yield is 0.860.